From a dataset of Full USPTO retrosynthesis dataset with 1.9M reactions from patents (1976-2016). Predict the reactants needed to synthesize the given product. (1) Given the product [CH2:1]([O:5][C:6]([C:8]1[N:13]=[C:12]([C:19]#[CH:20])[C:11]2[CH:15]=[CH:16][S:17][C:10]=2[C:9]=1[OH:18])=[O:7])[CH2:2][CH2:3][CH3:4], predict the reactants needed to synthesize it. The reactants are: [CH2:1]([O:5][C:6]([C:8]1[N:13]=[C:12](Br)[C:11]2[CH:15]=[CH:16][S:17][C:10]=2[C:9]=1[OH:18])=[O:7])[CH2:2][CH2:3][CH3:4].[C:19]([Si](C)(C)C)#[CH:20].C(N(CC)CC)C. (2) Given the product [C:14]([O:18][C:19]([N:10]1[CH2:9][CH2:8][C:7]2[C:12](=[CH:13][C:4]([N+:1]([O-:3])=[O:2])=[CH:5][CH:6]=2)[CH2:11]1)=[O:20])([CH3:17])([CH3:16])[CH3:15], predict the reactants needed to synthesize it. The reactants are: [N+:1]([C:4]1[CH:13]=[C:12]2[C:7]([CH2:8][CH2:9][NH:10][CH2:11]2)=[CH:6][CH:5]=1)([O-:3])=[O:2].[C:14]([O:18][C:19](O[C:19]([O:18][C:14]([CH3:17])([CH3:16])[CH3:15])=[O:20])=[O:20])([CH3:17])([CH3:16])[CH3:15].C(N(CC)CC)C. (3) Given the product [O:8]1[C:7]2[CH:12]=[CH:13][C:4]([C:2]([OH:3])([CH3:1])[CH2:15][C:14]([O:17][CH2:18][CH3:19])=[O:16])=[CH:5][C:6]=2[O:11][CH2:10][CH2:9]1, predict the reactants needed to synthesize it. The reactants are: [CH3:1][C:2]([C:4]1[CH:13]=[CH:12][C:7]2[O:8][CH2:9][CH2:10][O:11][C:6]=2[CH:5]=1)=[O:3].[C:14]([O:17][CH2:18][CH3:19])(=[O:16])[CH3:15].ClC1C=CC(C(C2CC2)(O)CC(OCC)=O)=CC=1. (4) Given the product [ClH:48].[CH3:1][O:2][C:3]1[CH:8]=[CH:7][C:6]([C:9]2[S:18][C:12]3[C:13](=[O:17])[N:14]([C:20]4[CH:33]=[CH:32][C:23]([O:24][CH2:25][CH2:26][N:27]5[CH2:28][CH2:29][CH2:30][CH2:31]5)=[C:22]([O:34][CH3:35])[CH:21]=4)[CH2:15][CH2:16][C:11]=3[CH:10]=2)=[CH:5][CH:4]=1, predict the reactants needed to synthesize it. The reactants are: [CH3:1][O:2][C:3]1[CH:8]=[CH:7][C:6]([C:9]2[S:18][C:12]3[C:13](=[O:17])[NH:14][CH2:15][CH2:16][C:11]=3[CH:10]=2)=[CH:5][CH:4]=1.Br[C:20]1[CH:33]=[CH:32][C:23]([O:24][CH2:25][CH2:26][N:27]2[CH2:31][CH2:30][CH2:29][CH2:28]2)=[C:22]([O:34][CH3:35])[CH:21]=1.CNCCNC.C([O-])([O-])=O.[K+].[K+].[ClH:48].CCO. (5) Given the product [ClH:1].[CH3:21][N:18]1[C:19]([CH3:20])=[C:15]([CH2:14][N:11]2[CH2:12][CH2:13][N:8]([C:3]3[C:2]([C:36]4[CH:37]=[CH:38][C:33]([C:29]([CH3:32])([CH3:28])[C:30]#[N:31])=[CH:34][CH:35]=4)=[N:7][CH:6]=[CH:5][N:4]=3)[CH2:9][CH2:10]2)[CH:16]=[N:17]1, predict the reactants needed to synthesize it. The reactants are: [Cl:1][C:2]1[C:3]([N:8]2[CH2:13][CH2:12][N:11]([CH2:14][C:15]3[CH:16]=[N:17][N:18]([CH3:21])[C:19]=3[CH3:20])[CH2:10][CH2:9]2)=[N:4][CH:5]=[CH:6][N:7]=1.C(=O)([O-])[O-].[K+].[K+].[CH3:28][C:29]([C:33]1[CH:38]=[CH:37][C:36](B2OC(C)(C)C(C)(C)O2)=[CH:35][CH:34]=1)([CH3:32])[C:30]#[N:31].O. (6) Given the product [Cl:23][C:24]1[CH:25]=[C:26]([N:31]2[C:35]([C:36]3[CH:41]=[CH:40][CH:39]=[C:38]([Cl:43])[CH:37]=3)=[CH:34][C:33]([C:44]([N:46]3[CH2:50][C:49](=[O:51])[NH:48][CH2:47]3)=[O:45])=[N:32]2)[CH:27]=[CH:28][CH:29]=1, predict the reactants needed to synthesize it. The reactants are: ClC1C=C(N2C(C3C=CC=C(Cl)C=3)=CC(C(O)=O)=N2)C=CC=1.[Cl:23][C:24]1[CH:25]=[C:26]([N:31]2[C:35]([C:36]3[CH:41]=[C:40](F)[CH:39]=[C:38]([Cl:43])[CH:37]=3)=[CH:34][C:33]([C:44]([N:46]3[CH2:50][C:49](=[O:51])[NH:48][CH2:47]3)=[O:45])=[N:32]2)[CH:27]=[CH:28][C:29]=1F. (7) Given the product [F:14][C:15]1[C:20]([F:21])=[CH:19][CH:18]=[CH:17][C:16]=1[CH:22]1[CH2:29][N:30]([CH2:31][C:32]2[CH:37]=[CH:36][C:35]([O:38][CH3:39])=[CH:34][C:33]=2[O:40][CH3:41])[C:26](=[O:27])[CH2:25][CH2:24][CH2:23]1, predict the reactants needed to synthesize it. The reactants are: Cl.CN(C)CCCN=C=NCC.[Na].[F:14][C:15]1[C:20]([F:21])=[CH:19][CH:18]=[CH:17][C:16]=1[CH:22]([CH2:29][NH:30][CH2:31][C:32]1[CH:37]=[CH:36][C:35]([O:38][CH3:39])=[CH:34][C:33]=1[O:40][CH3:41])[CH2:23][CH2:24][CH2:25][C:26](O)=[O:27].Cl.O.ON1C2C=CC=CC=2N=N1.C(N(CC)CC)C. (8) Given the product [CH2:13]([N:9]1[C:8]([CH3:15])=[C:7]([C:5]2[CH:4]=[CH:3][N:32]=[C:30]([NH:29][C:26]3[CH:27]=[N:28][C:23]([O:22][CH3:21])=[CH:24][CH:25]=3)[N:31]=2)[S:11][C:10]1=[O:12])[CH3:14], predict the reactants needed to synthesize it. The reactants are: CN(C)[CH:3]=[CH:4][C:5]([C:7]1[S:11][C:10](=[O:12])[N:9]([CH2:13][CH3:14])[C:8]=1[CH3:15])=O.[N+]([O-])(O)=O.[CH3:21][O:22][C:23]1[N:28]=[CH:27][C:26]([NH:29][C:30]([NH2:32])=[NH:31])=[CH:25][CH:24]=1.C([O-])([O-])=O.[K+].[K+]. (9) The reactants are: [CH3:1][CH2:2][CH2:3][CH2:4][CH2:5][CH2:6][CH2:7][CH2:8][CH2:9][CH2:10][CH2:11][C:12]([NH:14][CH2:15][CH2:16][O:17][P:18]([O:21][CH2:22][C@H:23]([O:45][C:46]([CH2:48][CH2:49][CH2:50][CH2:51][CH2:52][CH2:53][CH2:54]/[CH:55]=[CH:56]\[CH2:57][CH2:58][CH2:59][CH2:60][CH2:61][CH2:62][CH2:63][CH3:64])=[O:47])[CH2:24][O:25][C:26]([CH2:28][CH2:29][CH2:30][CH2:31][CH2:32][CH2:33][CH2:34]/[CH:35]=[CH:36]\[CH2:37][CH2:38][CH2:39][CH2:40][CH2:41][CH2:42][CH2:43][CH3:44])=[O:27])([OH:20])=[O:19])=[O:13].[CH3:65][CH2:66][CH2:67][CH2:68][CH2:69][CH2:70][CH2:71][CH2:72]/[CH:73]=[CH:74]\[CH2:75][CH2:76][CH2:77][CH2:78][CH2:79][CH2:80][CH2:81][C:82]([O:84][CH2:85][C@@H:86]([O:99][C:100]([CH2:102][CH2:103][CH2:104][CH2:105][CH2:106][CH2:107][CH2:108]/[CH:109]=[CH:110]\[CH2:111][CH2:112][CH2:113][CH2:114][CH2:115][CH2:116][CH2:117][CH3:118])=[O:101])[CH2:87][O:88][P:89]([O:92][CH2:93][CH2:94][N+:95]([CH3:98])([CH3:97])[CH3:96])([O-:91])=[O:90])=[O:83]. Given the product [CH3:1][CH2:2][CH2:3][CH2:4][CH2:5][CH2:6][CH2:7][CH2:8][CH2:9][CH2:10][CH2:11][C:12]([NH:14][CH2:15][CH2:16][O:17][P:18]([O:21][CH2:22][C@H:23]([O:45][C:46]([CH2:48][CH2:49][CH2:50][CH2:51][CH2:52][CH2:53][CH2:54]/[CH:55]=[CH:56]\[CH2:57][CH2:58][CH2:59][CH2:60][CH2:61][CH2:62][CH2:63][CH3:64])=[O:47])[CH2:24][O:25][C:26]([CH2:28][CH2:29][CH2:30][CH2:31][CH2:32][CH2:33][CH2:34]/[CH:35]=[CH:36]\[CH2:37][CH2:38][CH2:39][CH2:40][CH2:41][CH2:42][CH2:43][CH3:44])=[O:27])([OH:20])=[O:19])=[O:13].[CH3:65][CH2:66][CH2:67][CH2:68][CH2:69][CH2:70][CH2:71][CH2:72]/[CH:73]=[CH:74]\[CH2:75][CH2:76][CH2:77][CH2:78][CH2:79][CH2:80][CH2:81][C:82]([O:84][CH2:85][C@@H:86]([O:99][C:100]([CH2:102][CH2:103][CH2:104][CH2:105][CH2:106][CH2:107][CH2:108]/[CH:109]=[CH:110]\[CH2:111][CH2:112][CH2:113][CH2:114][CH2:115][CH2:116][CH2:117][CH3:118])=[O:101])[CH2:87][O:88][P:89]([O:92][CH2:93][CH2:94][N+:95]([CH3:98])([CH3:96])[CH3:97])([O-:91])=[O:90])=[O:83], predict the reactants needed to synthesize it.